This data is from Full USPTO retrosynthesis dataset with 1.9M reactions from patents (1976-2016). The task is: Predict the reactants needed to synthesize the given product. (1) Given the product [OH:40][C:26]1[C:25](=[O:24])[N:14]([C:15]2[N:16]=[N:17][C:18]([CH3:21])=[CH:19][CH:20]=2)[CH:8]([C:7]2[CH:10]=[CH:11][C:4]([O:3][C:2]([F:13])([F:12])[F:1])=[CH:5][CH:6]=2)[C:27]=1[C:28](=[O:29])[C:30]1[CH:35]=[CH:34][C:33]([CH2:36][CH:37]([CH3:38])[CH3:39])=[CH:32][CH:31]=1, predict the reactants needed to synthesize it. The reactants are: [F:1][C:2]([F:13])([F:12])[O:3][C:4]1[CH:11]=[CH:10][C:7]([CH:8]=O)=[CH:6][CH:5]=1.[NH2:14][C:15]1[N:16]=[N:17][C:18]([CH3:21])=[CH:19][CH:20]=1.C([O:24][C:25](=O)[C:26]([OH:40])=[CH:27][C:28]([C:30]1[CH:35]=[CH:34][C:33]([CH2:36][CH:37]([CH3:39])[CH3:38])=[CH:32][CH:31]=1)=[O:29])C. (2) Given the product [CH2:1]([C:3]1[C:12]2[C:7](=[CH:8][CH:9]=[CH:10][CH:11]=2)[N:6]=[C:5]([OH:13])[CH:4]=1)[CH3:2], predict the reactants needed to synthesize it. The reactants are: [CH2:1]([C:3]1[C:12]2[C:7](=[CH:8][CH:9]=[CH:10][CH:11]=2)[N:6]=[C:5]([OH:13])[C:4]=1C(O)=O)[CH3:2].C1(OC2C=CC=CC=2)C=CC=CC=1.